This data is from Reaction yield outcomes from USPTO patents with 853,638 reactions. The task is: Predict the reaction yield, written as a fraction of the theoretical maximum amount of product (1.0 means a 100% yield; for example, 0.34 means a 34% yield). (1) The reactants are [F:1][C:2]1[CH:30]=[C:29]([N+:31]([O-])=O)[CH:28]=[CH:27][C:3]=1[O:4][C:5]1[CH:10]=[CH:9][N:8]=[C:7]([NH:11][C:12]([N:14]2[CH2:19][CH2:18][CH:17]([N:20]3[CH2:23][CH:22]([N:24]([CH3:26])[CH3:25])[CH2:21]3)[CH2:16][CH2:15]2)=[O:13])[CH:6]=1. The catalyst is O1CCCC1.[C+4].[OH-].[Pd+2].[OH-].[OH-].[OH-].[OH-].[OH-]. The product is [NH2:31][C:29]1[CH:28]=[CH:27][C:3]([O:4][C:5]2[CH:10]=[CH:9][N:8]=[C:7]([NH:11][C:12]([N:14]3[CH2:19][CH2:18][CH:17]([N:20]4[CH2:21][CH:22]([N:24]([CH3:25])[CH3:26])[CH2:23]4)[CH2:16][CH2:15]3)=[O:13])[CH:6]=2)=[C:2]([F:1])[CH:30]=1. The yield is 0.978. (2) The reactants are [Br:1][C:2]1[S:6][C:5]([C:7](=[O:13])[C:8]([O:10][CH2:11][CH3:12])=[O:9])=[CH:4][CH:3]=1.C(O[BH-](OC(=O)C)OC(=O)C)(=O)C.[Na+]. The catalyst is O1CCCC1.C(OCC)(=O)C. The product is [Br:1][C:2]1[S:6][C:5]([CH:7]([OH:13])[C:8]([O:10][CH2:11][CH3:12])=[O:9])=[CH:4][CH:3]=1. The yield is 0.992. (3) The reactants are [C:1]([C:5]1[CH:6]=[C:7]2[C:12](=[C:13]([F:15])[CH:14]=1)[C:11](=[O:16])[N:10]([C:17]1[N:24]=[CH:23][CH:22]=[C:21](Cl)[C:18]=1[CH:19]=[O:20])[N:9]=[CH:8]2)([CH3:4])([CH3:3])[CH3:2].[CH3:26][C@H:27]1[CH2:32][N:31]([CH:33]2[CH2:36][O:35][CH2:34]2)[C@H:30]([CH3:37])[CH2:29][N:28]1[C:38]1[CH:39]=[CH:40][C:41]([NH:44][C:45]2[C:46](=[O:60])[N:47]([CH3:59])[CH:48]=[C:49](B3OC(C)(C)C(C)O3)[CH:50]=2)=[N:42][CH:43]=1.[O-]P([O-])([O-])=O.[K+].[K+].[K+]. The catalyst is CC#N.C1C=CC(P(C2C=CC=CC=2)[C-]2C=CC=C2)=CC=1.C1C=CC(P(C2C=CC=CC=2)[C-]2C=CC=C2)=CC=1.Cl[Pd]Cl.[Fe+2]. The product is [C:1]([C:5]1[CH:6]=[C:7]2[C:12](=[C:13]([F:15])[CH:14]=1)[C:11](=[O:16])[N:10]([C:17]1[N:24]=[CH:23][CH:22]=[C:21]([C:49]3[CH:50]=[C:45]([NH:44][C:41]4[CH:40]=[CH:39][C:38]([N:28]5[CH2:29][C@@H:30]([CH3:37])[N:31]([CH:33]6[CH2:36][O:35][CH2:34]6)[CH2:32][C@@H:27]5[CH3:26])=[CH:43][N:42]=4)[C:46](=[O:60])[N:47]([CH3:59])[CH:48]=3)[C:18]=1[CH:19]=[O:20])[N:9]=[CH:8]2)([CH3:4])([CH3:3])[CH3:2]. The yield is 0.420. (4) The reactants are Cl[C:2]1([CH2:8][S:9]([NH:12][C:13]2[CH:14]=[C:15]3[C:20](=[CH:21][CH:22]=2)[CH:19]=[N:18][CH:17]=[CH:16]3)(=[O:11])=[O:10])[CH:7]=[CH:6][CH:5]=[CH:4][CH2:3]1.[CH:23]1([NH2:29])[CH2:28][CH2:27][CH2:26][CH2:25][CH2:24]1. The catalyst is CO. The product is [NH3:12].[CH:19]1[C:20]2[C:15](=[CH:14][C:13]([NH:12][S:9]([CH:8]([NH:29][CH:23]3[CH2:28][CH2:27][CH2:26][CH2:25][CH2:24]3)[C:2]3[CH:7]=[CH:6][CH:5]=[CH:4][CH:3]=3)(=[O:11])=[O:10])=[CH:22][CH:21]=2)[CH:16]=[CH:17][N:18]=1. The yield is 0.0200. (5) The reactants are [F:1][C:2]([F:20])([F:19])[C:3]1[CH:4]=[C:5]([C:13](=[CH2:18])[C:14]([O:16][CH3:17])=[O:15])[CH:6]=[C:7]([C:9]([F:12])([F:11])[F:10])[CH:8]=1. The catalyst is [Pd].C(O)C. The product is [CH3:18][CH:13]([C:5]1[CH:6]=[C:7]([C:9]([F:10])([F:12])[F:11])[CH:8]=[C:3]([C:2]([F:1])([F:19])[F:20])[CH:4]=1)[C:14]([O:16][CH3:17])=[O:15]. The yield is 0.950. (6) The reactants are Br[C:2]1[N:7]=[C:6]([CH2:8][CH:9]([OH:13])[CH2:10][CH2:11][CH3:12])[CH:5]=[CH:4][CH:3]=1.[CH3:14][C:15]1[CH:20]=[C:19]([CH3:21])[CH:18]=[C:17]([CH3:22])[C:16]=1B(O)O.CC(C)([O-])C.[K+]. The catalyst is COCCOC.C(O)(C)(C)C.C1C=CC([P]([Pd]([P](C2C=CC=CC=2)(C2C=CC=CC=2)C2C=CC=CC=2)([P](C2C=CC=CC=2)(C2C=CC=CC=2)C2C=CC=CC=2)[P](C2C=CC=CC=2)(C2C=CC=CC=2)C2C=CC=CC=2)(C2C=CC=CC=2)C2C=CC=CC=2)=CC=1. The product is [C:15]1([CH3:14])[CH:20]=[C:19]([CH3:21])[CH:18]=[C:17]([CH3:22])[C:16]=1[C:2]1[N:7]=[C:6]([CH2:8][CH:9]([OH:13])[CH2:10][CH2:11][CH3:12])[CH:5]=[CH:4][CH:3]=1. The yield is 0.770. (7) The reactants are [NH:1]1[C:9]2[C:4](=[CH:5][CH:6]=[CH:7][CH:8]=2)[C:3](/[CH:10]=[CH:11]/[C:12]2[CH:20]=[CH:19][C:15]([C:16]([OH:18])=O)=[CH:14][CH:13]=2)=[N:2]1.C(OC(=O)[NH:27][CH:28]1[CH2:32][CH2:31][NH:30][CH2:29]1)(C)(C)C.O.ON1C2C=CC=CC=2N=N1.[ClH:45].C(N=C=NCCCN(C)C)C.CN1CCOCC1.Cl.CO. The catalyst is CO. The product is [ClH:45].[ClH:45].[NH:1]1[C:9]2[C:4](=[CH:5][CH:6]=[CH:7][CH:8]=2)[C:3](/[CH:10]=[CH:11]/[C:12]2[CH:13]=[CH:14][C:15]([C:16]([N:30]3[CH2:31][CH2:32][CH:28]([NH2:27])[CH2:29]3)=[O:18])=[CH:19][CH:20]=2)=[N:2]1. The yield is 0.380.